This data is from TCR-epitope binding with 47,182 pairs between 192 epitopes and 23,139 TCRs. The task is: Binary Classification. Given a T-cell receptor sequence (or CDR3 region) and an epitope sequence, predict whether binding occurs between them. (1) Result: 1 (the TCR binds to the epitope). The epitope is RLRAEAQVK. The TCR CDR3 sequence is CASSETVIGTALEAFF. (2) The epitope is HTTDPSFLGRY. The TCR CDR3 sequence is CASSEDSSYEQYF. Result: 1 (the TCR binds to the epitope).